Dataset: Forward reaction prediction with 1.9M reactions from USPTO patents (1976-2016). Task: Predict the product of the given reaction. (1) Given the reactants [Sb:1].[H-].[Li+].[CH3:4][Si:5]([CH3:8])([CH3:7])Cl, predict the reaction product. The product is: [CH3:4][Si:5]([Sb:1]([Si:5]([CH3:8])([CH3:7])[CH3:4])[Si:5]([CH3:8])([CH3:7])[CH3:4])([CH3:8])[CH3:7]. (2) Given the reactants C1(P(C2C=CC=CC=2)C2C=CC=CC=2)C=CC=CC=1.CCOC(/N=N/C(OCC)=O)=O.C1(C)C=CC=CC=1.OC1C=CC(CC(=O)C)=CC=1.[C:50]([O:54][C:55]([N:57]1[CH2:62][CH2:61][CH:60](O)[CH2:59][CH2:58]1)=[O:56])([CH3:53])([CH3:52])[CH3:51], predict the reaction product. The product is: [C:50]([O:54][C:55]([N:57]1[CH2:62][CH2:61][CH2:60][CH2:59][CH2:58]1)=[O:56])([CH3:53])([CH3:51])[CH3:52]. (3) Given the reactants C([O:8][CH2:9][CH2:10][CH2:11][CH2:12][CH2:13][CH2:14][CH2:15][CH2:16][CH2:17][CH2:18][CH2:19][CH2:20][CH2:21][CH2:22][CH2:23][CH2:24][CH2:25][CH2:26][C:27]1[CH:32]=[CH:31][C:30]([I:33])=[CH:29][CH:28]=1)C1C=CC=CC=1.C1(OC)C=CC=CC=1.[Cl-].[Al+3].[Cl-].[Cl-], predict the reaction product. The product is: [I:33][C:30]1[CH:29]=[CH:28][C:27]([CH2:26][CH2:25][CH2:24][CH2:23][CH2:22][CH2:21][CH2:20][CH2:19][CH2:18][CH2:17][CH2:16][CH2:15][CH2:14][CH2:13][CH2:12][CH2:11][CH2:10][CH2:9][OH:8])=[CH:32][CH:31]=1.